From a dataset of Catalyst prediction with 721,799 reactions and 888 catalyst types from USPTO. Predict which catalyst facilitates the given reaction. (1) Product: [CH3:12][N:13]([CH:4]=[C:5]([C:6](=[O:8])[CH3:7])[C:9](=[O:11])[CH3:10])[N:14]=[C:15]([CH3:17])[CH3:16]. Reactant: C(O[CH:4]=[C:5]([C:9](=[O:11])[CH3:10])[C:6](=[O:8])[CH3:7])C.[CH3:12][NH:13][N:14]=[C:15]([CH3:17])[CH3:16]. The catalyst class is: 28. (2) Reactant: [Br:1][C:2]1[CH:3]=[C:4]([CH:9](O)[CH3:10])[CH:5]=[CH:6][C:7]=1[F:8].C([SiH](CC)CC)C. Product: [Br:1][C:2]1[CH:3]=[C:4]([CH2:9][CH3:10])[CH:5]=[CH:6][C:7]=1[F:8]. The catalyst class is: 55. (3) Reactant: Cl[CH2:2][CH:3]=O.[NH2:5][C:6]1[C:11]([C:12]([NH2:14])=[O:13])=[C:10]([NH:15][CH2:16][C:17]2[CH:22]=[CH:21][C:20]([Cl:23])=[CH:19][C:18]=2[Cl:24])[N:9]=[C:8]([S:25][CH3:26])[N:7]=1. Product: [Cl:24][C:18]1[CH:19]=[C:20]([Cl:23])[CH:21]=[CH:22][C:17]=1[CH2:16][NH:15][C:10]1[N:9]=[C:8]([S:25][CH3:26])[N:7]2[CH:2]=[CH:3][N:5]=[C:6]2[C:11]=1[C:12]([NH2:14])=[O:13]. The catalyst class is: 12. (4) Reactant: C([C:3]1[CH:21]=[CH:20][C:6]([O:7][C:8]2[CH:15]=[CH:14][C:11]([C:12]#[N:13])=[CH:10][C:9]=2[C:16]([F:19])([F:18])[F:17])=[C:5]([O:22][CH3:23])[CH:4]=1)=O.[NH:24]=[C:25]1[N:29](C(C2C=CC=CC=2)=O)[C:28](=[O:38])[NH:27][CH2:26]1.[CH3:39]C(C)([O-])C.[K+].[Cl-].[NH4+]. Product: [NH2:24][C:25]1/[C:26](=[CH:39]/[C:3]2[CH:21]=[CH:20][C:6]([O:7][C:8]3[CH:15]=[CH:14][C:11]([C:12]#[N:13])=[CH:10][C:9]=3[C:16]([F:19])([F:18])[F:17])=[C:5]([O:22][CH3:23])[CH:4]=2)/[NH:27][C:28](=[O:38])[N:29]=1. The catalyst class is: 8. (5) The catalyst class is: 6. Product: [Cl:19][C:17]1[CH:18]=[C:13]([CH:14]=[C:15]([Cl:33])[C:16]=1[O:20][C:21]1[CH:30]=[CH:29][C:28]2[C:23](=[CH:24][CH:25]=[C:26]([OH:31])[CH:27]=2)[CH:22]=1)[CH2:12][C@@H:4]([C:3]([OH:34])=[O:2])[NH2:5]. Reactant: C[O:2][C:3](=[O:34])[C@H:4]([CH2:12][C:13]1[CH:18]=[C:17]([Cl:19])[C:16]([O:20][C:21]2[CH:30]=[CH:29][C:28]3[C:23](=[CH:24][CH:25]=[C:26]([O:31]C)[CH:27]=3)[CH:22]=2)=[C:15]([Cl:33])[CH:14]=1)[NH:5]C(=O)C(F)(F)F.Br.C(O)(=O)C.[OH-].[Na+]. (6) Reactant: [CH2:1]([N:8]1[CH2:35][CH2:34][C:11]2([O:15][CH2:14][C:13]([NH:16][CH2:17][C:18]3[C:23]([C:24]([F:27])([F:26])[F:25])=[CH:22][CH:21]=[CH:20][C:19]=3[F:28])=[C:12]2[C:29]([O:31][CH2:32][CH3:33])=[O:30])[CH2:10][CH2:9]1)[C:2]1[CH:7]=[CH:6][CH:5]=[CH:4][CH:3]=1.C(=O)=[N:37][C:38](Cl)=[O:39].C(=O)(O)[O-].[Na+]. Product: [CH2:1]([N:8]1[CH2:9][CH2:10][C:11]2([O:15][CH2:14][C:13]([N:16]([CH2:17][C:18]3[C:23]([C:24]([F:25])([F:26])[F:27])=[CH:22][CH:21]=[CH:20][C:19]=3[F:28])[C:38]([NH2:37])=[O:39])=[C:12]2[C:29]([O:31][CH2:32][CH3:33])=[O:30])[CH2:34][CH2:35]1)[C:2]1[CH:3]=[CH:4][CH:5]=[CH:6][CH:7]=1. The catalyst class is: 4. (7) Reactant: Cl[C:2]([O:4][C:5]1[CH:10]=[CH:9][CH:8]=[C:7]([C:11]([F:14])([F:13])[F:12])[CH:6]=1)=[O:3].Cl.O.[NH:17]1[CH2:22][CH2:21][C:20](=[O:23])[CH2:19][CH2:18]1.C(N(CC)C(C)C)(C)C. Product: [O:23]=[C:20]1[CH2:21][CH2:22][N:17]([C:2]([O:4][C:5]2[CH:10]=[CH:9][CH:8]=[C:7]([C:11]([F:14])([F:13])[F:12])[CH:6]=2)=[O:3])[CH2:18][CH2:19]1. The catalyst class is: 2. (8) Product: [NH:36]1[CH:35]=[C:34]([C:2]2[CH:7]=[N:6][N:5]3[C:8]([C:11]4[CH:12]=[C:13]([NH:17][C:18]([NH:20][CH2:21][C:22]([F:25])([F:24])[F:23])=[O:19])[CH:14]=[CH:15][CH:16]=4)=[CH:9][N:10]=[C:4]3[CH:3]=2)[CH:38]=[N:37]1. The catalyst class is: 70. Reactant: Cl[C:2]1[CH:7]=[N:6][N:5]2[C:8]([C:11]3[CH:12]=[C:13]([NH:17][C:18]([NH:20][CH2:21][C:22]([F:25])([F:24])[F:23])=[O:19])[CH:14]=[CH:15][CH:16]=3)=[CH:9][N:10]=[C:4]2[CH:3]=1.CC1(C)C(C)(C)OB([C:34]2[CH:35]=[N:36][N:37](C(OC(C)(C)C)=O)[CH:38]=2)O1.[O-]P([O-])([O-])=O.[K+].[K+].[K+]. (9) Reactant: Br[CH2:2][C:3]1[CH:4]=[C:5]([CH:8]=[CH:9][CH:10]=1)[C:6]#[N:7].[NH:11]([C:19]([O:21]C(C)(C)C)=[O:20])[C:12]([O:14]C(C)(C)C)=[O:13].C(=O)([O-])[O-].[Cs+].[Cs+]. Product: [C:6]([C:5]1[CH:4]=[C:3]([CH2:2][N:11]([C:19]([OH:21])=[O:20])[C:12]([OH:14])=[O:13])[CH:10]=[CH:9][CH:8]=1)#[N:7]. The catalyst class is: 9. (10) Reactant: [CH:1]1([CH:7]([C:9]2[C:10]([CH3:24])=[N:11][N:12]([C:14]3[CH:19]=[CH:18][C:17]([C:20]([F:23])([F:22])[F:21])=[CH:16][N:15]=3)[CH:13]=2)O)[CH2:6][CH2:5][CH2:4][CH2:3][CH2:2]1.S(Cl)(Cl)=O.[C:29](=[O:32])([O-])[OH:30].[Na+].[OH-].[Na+].[O:36]1[CH2:40][CH2:39][CH2:38][CH2:37]1. Product: [CH:1]1([CH:7]([NH:11][C:10]2[CH:9]=[CH:7][C:39]([C:40]([NH:12][CH2:14][CH2:19][C:29]([OH:30])=[O:32])=[O:36])=[CH:38][CH:37]=2)[C:9]2[C:10]([CH3:24])=[N:11][N:12]([C:14]3[CH:19]=[CH:18][C:17]([C:20]([F:23])([F:22])[F:21])=[CH:16][N:15]=3)[CH:13]=2)[CH2:6][CH2:5][CH2:4][CH2:3][CH2:2]1. The catalyst class is: 40.